This data is from Reaction yield outcomes from USPTO patents with 853,638 reactions. The task is: Predict the reaction yield, written as a fraction of the theoretical maximum amount of product (1.0 means a 100% yield; for example, 0.34 means a 34% yield). (1) The reactants are [NH2:1][S:2]([C:5]1[CH:10]=[C:9]([O:11][CH2:12][C:13]2[CH:18]=[CH:17][CH:16]=[CH:15][CH:14]=2)[CH:8]=[CH:7][C:6]=1[NH:19][C:20]([C:22]1[C:31](=[O:32])[C:30]([CH2:36][CH2:37][CH3:38])([CH2:33][CH2:34][CH3:35])[C:29]2[C:24](=[CH:25][CH:26]=[CH:27][CH:28]=2)[C:23]=1[OH:39])=O)(=[O:4])=[O:3].N12CCCN=C1CCCCC2. The catalyst is N1C=CC=CC=1. The product is [CH2:12]([O:11][C:9]1[CH:8]=[CH:7][C:6]2[NH:19][C:20]([C:22]3[C:31](=[O:32])[C:30]([CH2:33][CH2:34][CH3:35])([CH2:36][CH2:37][CH3:38])[C:29]4[C:24]([C:23]=3[OH:39])=[CH:25][CH:26]=[CH:27][CH:28]=4)=[N:1][S:2](=[O:4])(=[O:3])[C:5]=2[CH:10]=1)[C:13]1[CH:18]=[CH:17][CH:16]=[CH:15][CH:14]=1. The yield is 0.380. (2) The reactants are [NH2:1][C:2]1[N:7]=[CH:6][N:5]=[C:4]2[N:8]([CH:12]([C:14]3[CH:21]=[C:20]([Cl:22])[C:17]([C:18]#[N:19])=[C:16]([CH:23]4[CH2:26][NH:25][CH2:24]4)[C:15]=3[O:27][CH3:28])[CH3:13])[N:9]=[C:10]([CH3:11])[C:3]=12.[C:29]([BH3-])#N.[Na+].C=O.C(O)(=O)C. The catalyst is CO. The product is [NH2:1][C:2]1[N:7]=[CH:6][N:5]=[C:4]2[N:8]([CH:12]([C:14]3[CH:21]=[C:20]([Cl:22])[C:17]([C:18]#[N:19])=[C:16]([CH:23]4[CH2:24][N:25]([CH3:29])[CH2:26]4)[C:15]=3[O:27][CH3:28])[CH3:13])[N:9]=[C:10]([CH3:11])[C:3]=12. The yield is 0.580. (3) The reactants are [Cl:1][C:2]1[N:7]=[C:6]([F:8])[C:5]2[O:9][C:10]3[C:15]([C@@:16]4([CH2:21][CH2:20][O:19][C:18]([NH2:22])=[N:17]4)[C:4]=2[CH:3]=1)=[CH:14][C:13]([NH2:23])=[CH:12][CH:11]=3.Cl[C:25]1[N:26]=[CH:27][CH:28]=[C:29]2[C:34]=1[N:33]=[CH:32][C:31]([O:35][CH3:36])=[CH:30]2.CC(O)C.S(=O)(=O)(O)O. The catalyst is O.[OH-].[Na+]. The product is [Cl:1][C:2]1[N:7]=[C:6]([F:8])[C:5]2[O:9][C:10]3[C:15]([C@@:16]4([CH2:21][CH2:20][O:19][C:18]([NH2:22])=[N:17]4)[C:4]=2[CH:3]=1)=[CH:14][C:13]([NH:23][C:25]1[N:26]=[CH:27][CH:28]=[C:29]2[C:34]=1[N:33]=[CH:32][C:31]([O:35][CH3:36])=[CH:30]2)=[CH:12][CH:11]=3. The yield is 0.625. (4) The reactants are [NH2:1][C:2]1[CH:7]=[CH:6][CH:5]=[C:4]([NH2:8])[C:3]=1[NH:9][CH2:10][CH2:11][C:12]([O:14][CH2:15][CH3:16])=[O:13].[Cl:17][C:18]1[CH:23]=[C:22]([Cl:24])[CH:21]=[CH:20][C:19]=1[N:25]=[C:26]=[S:27]. The catalyst is O1CCCC1. The product is [NH2:1][C:2]1[CH:7]=[CH:6][CH:5]=[C:4]([NH:8][C:26]([NH:25][C:19]2[CH:20]=[CH:21][C:22]([Cl:24])=[CH:23][C:18]=2[Cl:17])=[S:27])[C:3]=1[NH:9][CH2:10][CH2:11][C:12]([O:14][CH2:15][CH3:16])=[O:13]. The yield is 0.560. (5) The catalyst is CN(C)C=O. The product is [C:12]([O:15][CH2:2][C@H:3]1[O:8][CH2:7][C@@H:6]2[CH2:9][CH2:10][CH2:11][N:5]2[CH2:4]1)(=[O:14])[CH3:13]. The yield is 0.970. The reactants are Cl[CH2:2][C@H:3]1[O:8][CH2:7][C@@H:6]2[CH2:9][CH2:10][CH2:11][N:5]2[CH2:4]1.[C:12]([O-:15])(=[O:14])[CH3:13].[K+].